Dataset: Reaction yield outcomes from USPTO patents with 853,638 reactions. Task: Predict the reaction yield, written as a fraction of the theoretical maximum amount of product (1.0 means a 100% yield; for example, 0.34 means a 34% yield). (1) The catalyst is CS(C)=O.Cl. The yield is 0.680. The reactants are [C:1]1([CH2:7][C:8]#[N:9])[CH:6]=[CH:5][CH:4]=[CH:3][CH:2]=1.[H-].[Na+].Cl[CH2:13][CH2:14][N:15]([CH2:20][CH2:21]Cl)[C:16]([CH3:19])([CH3:18])[CH3:17]. The product is [C:16]([N:15]1[CH2:20][CH2:21][C:7]([C:1]2[CH:6]=[CH:5][CH:4]=[CH:3][CH:2]=2)([C:8]#[N:9])[CH2:13][CH2:14]1)([CH3:19])([CH3:18])[CH3:17]. (2) The reactants are O(C1C=CC=CC=1)C1C=CC=CC=1.[CH3:14][O:15][C:16]1[CH:17]=[C:18]([NH:22][CH:23]=[C:24]2[C:29](=[O:30])OC(C)(C)OC2=O)[CH:19]=[CH:20][CH:21]=1. No catalyst specified. The product is [CH3:14][O:15][C:16]1[CH:17]=[C:18]2[C:19]([C:29]([OH:30])=[CH:24][CH:23]=[N:22]2)=[CH:20][CH:21]=1. The yield is 0.300.